This data is from Reaction yield outcomes from USPTO patents with 853,638 reactions. The task is: Predict the reaction yield, written as a fraction of the theoretical maximum amount of product (1.0 means a 100% yield; for example, 0.34 means a 34% yield). (1) The reactants are [CH2:1]([NH3+:7])[C@H:2]([OH:6])[C:3]([O-:5])=[O:4].CN1CCOCC1.[CH3:15][C:16]([O:19][C:20](O[C:20]([O:19][C:16]([CH3:18])([CH3:17])[CH3:15])=[O:21])=[O:21])([CH3:18])[CH3:17].NCC(O)=O.C([O-])(O)=O.[Na+]. The catalyst is O1CCOCC1.O. The product is [C:20]([NH:7][CH2:1][C@H:2]([OH:6])[C:3]([OH:5])=[O:4])([O:19][C:16]([CH3:18])([CH3:17])[CH3:15])=[O:21]. The yield is 0.815. (2) The reactants are [CH3:1][C:2]1[CH:7]=[CH:6][CH:5]=[C:4]([CH3:8])[C:3]=1[N:9]1[CH2:14][CH2:13][NH:12][CH2:11][CH2:10]1.Cl[C:16]1[CH:17]=[CH:18][C:19]2[N:20]([C:22]([C:25]([Cl:28])([F:27])[F:26])=[N:23][N:24]=2)[N:21]=1. No catalyst specified. The product is [Cl:28][C:25]([F:26])([F:27])[C:22]1[N:20]2[N:21]=[C:16]([N:12]3[CH2:11][CH2:10][N:9]([C:3]4[C:2]([CH3:1])=[CH:7][CH:6]=[CH:5][C:4]=4[CH3:8])[CH2:14][CH2:13]3)[CH:17]=[CH:18][C:19]2=[N:24][N:23]=1. The yield is 0.640.